From a dataset of Full USPTO retrosynthesis dataset with 1.9M reactions from patents (1976-2016). Predict the reactants needed to synthesize the given product. (1) Given the product [CH3:36][N:35]([CH3:37])[C:33]([C:32]1[CH:38]=[C:39]([C@H:42]2[CH2:47][CH2:46][C@H:45]([OH:48])[CH2:44][CH2:43]2)[CH:40]=[CH:41][C:31]=1[NH:30][C:2]1[C:7]([C:8]([F:10])([F:11])[F:9])=[CH:6][N:5]=[C:4]([NH:12][C:13]2[CH:27]=[CH:26][C:16]([CH2:17][P:18](=[O:25])([O:22][CH2:23][CH3:24])[O:19][CH2:20][CH3:21])=[CH:15][C:14]=2[O:28][CH3:29])[N:3]=1)=[O:34], predict the reactants needed to synthesize it. The reactants are: Cl[C:2]1[C:7]([C:8]([F:11])([F:10])[F:9])=[CH:6][N:5]=[C:4]([NH:12][C:13]2[CH:27]=[CH:26][C:16]([CH2:17][P:18](=[O:25])([O:22][CH2:23][CH3:24])[O:19][CH2:20][CH3:21])=[CH:15][C:14]=2[O:28][CH3:29])[N:3]=1.[NH2:30][C:31]1[CH:41]=[CH:40][C:39]([CH:42]2[CH2:47][CH2:46][CH:45]([OH:48])[CH2:44][CH2:43]2)=[CH:38][C:32]=1[C:33]([N:35]([CH3:37])[CH3:36])=[O:34]. (2) The reactants are: [Br:1][CH2:2][CH2:3][CH2:4][CH2:5][CH2:6][CH2:7][CH2:8][CH3:9].[CH:10]1[C:22]2[NH:21][C:20]3[C:15](=[CH:16][CH:17]=[CH:18][CH:19]=3)[C:14]=2[CH:13]=[CH:12][CH:11]=1.[NH+:23]1[CH:27]=[CH:26][NH:25][CH:24]=1.[CH2:28](Cl)Cl. Given the product [Br-:1].[CH3:28][N:21]1[C:20]2[CH:19]=[CH:18][C:17]([N:23]3[CH:27]=[CH:26][NH+:25]([CH2:2][CH2:3][CH2:4][CH2:5][CH2:6][CH2:7][CH2:8][CH3:9])[CH2:24]3)=[CH:16][C:15]=2[C:14]2[C:22]1=[CH:10][CH:11]=[CH:12][CH:13]=2, predict the reactants needed to synthesize it. (3) Given the product [N+:24](/[C:27](/[CH2:28][CH2:29][CH3:30])=[CH:6]\[C:8]1[CH:17]=[CH:16][C:11]([C:12]([O:14][CH3:15])=[O:13])=[CH:10][CH:9]=1)([O-:26])=[O:25], predict the reactants needed to synthesize it. The reactants are: C(N)CCC.[CH:6]([C:8]1[CH:17]=[CH:16][C:11]([C:12]([O:14][CH3:15])=[O:13])=[CH:10][CH:9]=1)=O.C1C=CC=CC=1.[N+:24]([CH2:27][CH2:28][CH2:29][CH3:30])([O-:26])=[O:25].